This data is from Full USPTO retrosynthesis dataset with 1.9M reactions from patents (1976-2016). The task is: Predict the reactants needed to synthesize the given product. (1) Given the product [OH:23][C:18]1[CH:19]=[CH:20][CH:21]=[CH:22][C:17]=1[C:15]1[O:14][N:13]=[C:12]([CH2:11][CH2:10][CH2:9][CH2:8][C:7]([OH:24])=[O:6])[CH:16]=1, predict the reactants needed to synthesize it. The reactants are: O[Li].O.C([O:6][C:7](=[O:24])[CH2:8][CH2:9][CH2:10][CH2:11][C:12]1[CH:16]=[C:15]([C:17]2[CH:22]=[CH:21][CH:20]=[CH:19][C:18]=2[OH:23])[O:14][N:13]=1)C.Cl. (2) Given the product [NH2:20][CH2:19][CH2:18][NH:17][C:15](=[O:16])[CH2:14][O:13][C:12]1[CH:28]=[CH:29][C:9]([C:1](=[O:8])[C:2]2[CH:7]=[CH:6][CH:5]=[CH:4][CH:3]=2)=[CH:10][CH:11]=1.[ClH:30], predict the reactants needed to synthesize it. The reactants are: [C:1]([C:9]1[CH:29]=[CH:28][C:12]([O:13][CH2:14][C:15]([NH:17][CH2:18][CH2:19][NH:20]C(=O)OC(C)(C)C)=[O:16])=[CH:11][CH:10]=1)(=[O:8])[C:2]1[CH:7]=[CH:6][CH:5]=[CH:4][CH:3]=1.[ClH:30]. (3) The reactants are: Br[C:2]1[N:7]=[C:6]2[N:8]([CH2:11][C:12]3[CH:13]=[C:14]4[C:19](=[CH:20][C:21]=3[F:22])[N:18]=[CH:17][CH:16]=[CH:15]4)[N:9]=[N:10][C:5]2=[N:4][CH:3]=1.C([Sn](CCCC)(CCCC)[C:28]([O:30][CH2:31][CH3:32])=[CH2:29])CCC. Given the product [CH2:31]([O:30][C:28]([C:2]1[N:7]=[C:6]2[N:8]([CH2:11][C:12]3[CH:13]=[C:14]4[C:19](=[CH:20][C:21]=3[F:22])[N:18]=[CH:17][CH:16]=[CH:15]4)[N:9]=[N:10][C:5]2=[N:4][CH:3]=1)=[CH2:29])[CH3:32], predict the reactants needed to synthesize it. (4) Given the product [CH3:30][N:31]([CH2:42][C:43]1[N:47]([CH2:48][C@H:49]2[CH2:54][CH2:53][CH2:52][N:51]([CH2:55][CH2:56][CH:57]([CH3:59])[CH3:58])[CH2:50]2)[C:46]2[CH:60]=[CH:61][CH:62]=[CH:63][C:45]=2[N:44]=1)[C@@H:32]1[C:41]2[N:40]=[CH:39][CH:38]=[CH:37][C:36]=2[CH2:35][CH2:34][CH2:33]1, predict the reactants needed to synthesize it. The reactants are: CN(CC1N(C[C@H]2CCCNC2)C2C=CC=CC=2N=1)[C@@H]1C2N=CC=CC=2CCC1.[CH3:30][N:31]([CH2:42][C:43]1[N:47]([CH2:48][C@@H:49]2[CH2:54][CH2:53][CH2:52][N:51]([CH2:55][CH2:56][CH:57]([CH3:59])[CH3:58])[CH2:50]2)[C:46]2[CH:60]=[CH:61][CH:62]=[CH:63][C:45]=2[N:44]=1)[C@H:32]1[C:41]2[N:40]=[CH:39][CH:38]=[CH:37][C:36]=2[CH2:35][CH2:34][CH2:33]1. (5) Given the product [CH3:1][O:2][C:3](=[O:13])[CH2:4][C:5]1[CH:10]=[C:9]([OH:11])[CH:8]=[C:7]([O:12][CH3:14])[CH:6]=1, predict the reactants needed to synthesize it. The reactants are: [CH3:1][O:2][C:3](=[O:13])[CH2:4][C:5]1[CH:10]=[C:9]([OH:11])[CH:8]=[C:7]([OH:12])[CH:6]=1.[CH3:14]C(=O)CC.C(=O)([O-])[O-].[K+].[K+].IC. (6) Given the product [Cl:1][C:2]1[C:3]([OH:12])=[C:4]([N+:13]([O-:15])=[O:14])[C:5]([F:11])=[C:6]([CH2:8][CH2:9][Cl:10])[CH:7]=1, predict the reactants needed to synthesize it. The reactants are: [Cl:1][C:2]1[CH:7]=[C:6]([CH2:8][CH2:9][Cl:10])[C:5]([F:11])=[CH:4][C:3]=1[OH:12].[N+:13]([O-])([OH:15])=[O:14].